Predict the product of the given reaction. From a dataset of Forward reaction prediction with 1.9M reactions from USPTO patents (1976-2016). (1) Given the reactants C1(P(C2C=CC=CC=2)C2C=CC=CC=2)C=CC=CC=1.Br[C:21]1[N:29]2[C:24]([CH:25]=[N:26][C:27]([NH:30][C:31]3[CH:36]=[CH:35][C:34]([N:37]4[CH2:42][CH2:41][N:40]([CH3:43])[CH2:39][CH2:38]4)=[CH:33][CH:32]=3)=[N:28]2)=[CH:23][CH:22]=1.CC1(C)C(C)(C)OB([C:52]2[CH:53]=[C:54]([CH:58]=[O:59])[CH:55]=[N:56][CH:57]=2)O1.C(=O)([O-])[O-].[Na+].[Na+].O, predict the reaction product. The product is: [CH3:43][N:40]1[CH2:39][CH2:38][N:37]([C:34]2[CH:33]=[CH:32][C:31]([NH:30][C:27]3[N:26]=[CH:25][C:24]4=[CH:23][CH:22]=[C:21]([C:52]5[CH:53]=[C:54]([CH:58]=[O:59])[CH:55]=[N:56][CH:57]=5)[N:29]4[N:28]=3)=[CH:36][CH:35]=2)[CH2:42][CH2:41]1. (2) Given the reactants Br[C:2]1[CH:3]=[C:4]([C:8]2[N:9]=[C:10]([CH:20]([CH3:22])[CH3:21])[NH:11][C:12]=2[C:13]2[CH:18]=[CH:17][CH:16]=[C:15]([CH3:19])[N:14]=2)[CH:5]=[CH:6][CH:7]=1.[CH3:23][S:24]([C:27]1[CH:32]=[CH:31][C:30](B(O)O)=[CH:29][CH:28]=1)(=[O:26])=[O:25], predict the reaction product. The product is: [CH:20]([C:10]1[NH:11][C:12]([C:13]2[CH:18]=[CH:17][CH:16]=[C:15]([CH3:19])[N:14]=2)=[C:8]([C:4]2[CH:3]=[C:2]([C:30]3[CH:31]=[CH:32][C:27]([S:24]([CH3:23])(=[O:26])=[O:25])=[CH:28][CH:29]=3)[CH:7]=[CH:6][CH:5]=2)[N:9]=1)([CH3:22])[CH3:21]. (3) Given the reactants [H-].C([Al+]CC(C)C)C(C)C.[OH:11][C@H:12]1[CH2:33][CH2:32][C@@:31]2([CH3:34])[CH:14]([CH2:15][CH2:16][C:17]3[C:18]4[C@:27]([CH3:35])([CH2:28][CH2:29][C:30]=32)[C@@H:21]([C@@H:22]([CH3:26])[CH2:23][C:24]#N)[CH2:20][CH:19]=4)[C:13]1([CH3:37])[CH3:36].S(=O)(=O)(O)[OH:39], predict the reaction product. The product is: [OH:11][C@H:12]1[CH2:33][CH2:32][C@@:31]2([CH3:34])[CH:14]([CH2:15][CH2:16][C:17]3[C:18]4[C@:27]([CH3:35])([CH2:28][CH2:29][C:30]=32)[C@@H:21]([C@@H:22]([CH3:26])[CH2:23][CH:24]=[O:39])[CH2:20][CH:19]=4)[C:13]1([CH3:37])[CH3:36]. (4) Given the reactants [Cl:1][C:2]1[CH:26]=[CH:25][C:5]([CH2:6][C:7]2([C:23]#[N:24])[CH2:12][CH2:11][N:10]([S:13]([C:16]3[C:17]([CH3:22])=[N:18][NH:19][C:20]=3[CH3:21])(=[O:15])=[O:14])[CH2:9][CH2:8]2)=[CH:4][CH:3]=1.CC1C(S(N2CCC(C#N)CC2)(=O)=O)=C(C)NN=1.[Cl:45]C1C=C(Cl)C=CC=1CCl, predict the reaction product. The product is: [Cl:45][C:4]1[CH:3]=[C:2]([Cl:1])[CH:26]=[CH:25][C:5]=1[CH2:6][C:7]1([C:23]#[N:24])[CH2:12][CH2:11][N:10]([S:13]([C:16]2[C:20]([CH3:21])=[N:19][NH:18][C:17]=2[CH3:22])(=[O:14])=[O:15])[CH2:9][CH2:8]1. (5) Given the reactants F[C:2]1[CH:3]=[C:4]([CH:28]=[C:29](F)[CH:30]=1)[CH2:5][C@@H:6]([C@@H:10]([C@H:12]1[CH2:16][C@@H:15](OCC=C)[CH2:14]N1C(OC(C)(C)C)=O)O)C(O)=O.[F:32][C:33]1[CH:34]=[C:35]([CH:49]=[C:50]([F:52])[CH:51]=1)[CH2:36][C@H:37]1[C@@H:41]([C@H:42]2[CH2:47][CH2:46][CH2:45][CH2:44][NH:43]2)[O:40]C(=O)[NH:38]1.FC1C=C(C=C(F)C=1)C[C@H](C(N1[C@@H](CC2C=CC=CC=2)COC1=O)=O)[C@@H]([C@H]1C[C@@H](OCC=C)CN1C(OC(C)(C)C)=O)O.C(O)(C(F)(F)F)=O, predict the reaction product. The product is: [NH2:38][C@@H:37]([CH2:36][C:35]1[CH:34]=[C:33]([F:32])[CH:51]=[C:50]([F:52])[CH:49]=1)[C@@H:41]([C@H:42]1[CH2:47][CH2:46][CH2:45][CH2:44][N:43]1[CH:5]([C:4]1[CH:3]=[CH:2][CH:30]=[CH:29][CH:28]=1)[C:6]1[CH:10]=[CH:12][CH:16]=[CH:15][CH:14]=1)[OH:40]. (6) Given the reactants Cl.[CH3:2][O:3][C:4](=[O:12])[C@@H:5]([CH2:7][C:8]([O:10][CH3:11])=[O:9])[NH2:6].C([O-])(=O)C.[Na+].[N+:18]([C:21]1[CH:28]=[CH:27][CH:26]=[CH:25][C:22]=1[CH:23]=O)([O-:20])=[O:19].C([BH3-])#N.[Na+], predict the reaction product. The product is: [CH3:2][O:3][C:4](=[O:12])[CH:5]([NH:6][CH2:23][C:22]1[CH:25]=[CH:26][CH:27]=[CH:28][C:21]=1[N+:18]([O-:20])=[O:19])[CH2:7][C:8]([O:10][CH3:11])=[O:9].